Dataset: Forward reaction prediction with 1.9M reactions from USPTO patents (1976-2016). Task: Predict the product of the given reaction. Given the reactants O1CCCC1.[Br-].[F:7][C:8]([F:13])([F:12])[C:9]([Zn+])=[CH2:10].[Cl:14][C:15]1[CH:20]=[CH:19][C:18](I)=[CH:17][C:16]=1[C:22]([F:25])([F:24])[F:23], predict the reaction product. The product is: [Cl:14][C:15]1[CH:20]=[CH:19][C:18]([C:9]([C:8]([F:13])([F:12])[F:7])=[CH2:10])=[CH:17][C:16]=1[C:22]([F:25])([F:24])[F:23].